Dataset: Catalyst prediction with 721,799 reactions and 888 catalyst types from USPTO. Task: Predict which catalyst facilitates the given reaction. (1) The catalyst class is: 6. Product: [CH3:48][C:49]1[O:46][C:45]([CH2:5][C:9]2[S:10][CH:11]=[CH:12][CH:13]=2)=[N:44][C:43]=1[CH2:54][O:14][C:15]1[CH:16]=[CH:17][C:18]([CH2:19][O:20]/[N:21]=[C:22](/[C:29]2[CH:30]=[CH:31][CH:32]=[CH:33][CH:34]=2)\[CH2:23][CH2:24][C:25]([O:27][CH3:28])=[O:26])=[CH:35][CH:36]=1. Reactant: ClCC1N=[C:5]([C:9]2[S:10][CH:11]=[CH:12][CH:13]=2)OC=1C.[OH:14][C:15]1[CH:36]=[CH:35][C:18]([CH2:19][O:20]/[N:21]=[C:22](/[C:29]2[CH:34]=[CH:33][CH:32]=[CH:31][CH:30]=2)\[CH2:23][CH2:24][C:25]([O:27][CH3:28])=[O:26])=[CH:17][CH:16]=1.C(=O)([O-])[O-].[K+].[K+].[CH3:43][N:44](C)[CH:45]=[O:46].[C:48](OCC)(=O)[CH3:49].[CH3:54]CCCCC. (2) Reactant: C([O:3][C:4]([C:6]1[C@H:10]2[CH2:11][O:12][CH2:13][C@H:9]2[O:8][N:7]=1)=O)C.[BH4-].[Na+].Cl.C(=O)([O-])[O-].[Na+].[Na+]. Product: [O:8]1[C@@H:9]2[CH2:13][O:12][CH2:11][C@@H:10]2[C:6]([CH2:4][OH:3])=[N:7]1. The catalyst class is: 8. (3) Reactant: [Cl:1][C:2]1[CH:3]=[C:4]([Mg]Br)[CH:5]=[CH:6][C:7]=1[F:8].[Si:11]([O:18][CH2:19][C:20](N(OC)C)=[O:21])([C:14]([CH3:17])([CH3:16])[CH3:15])([CH3:13])[CH3:12]. Product: [Si:11]([O:18][CH2:19][C:20]([C:4]1[CH:5]=[CH:6][C:7]([F:8])=[C:2]([Cl:1])[CH:3]=1)=[O:21])([C:14]([CH3:17])([CH3:16])[CH3:15])([CH3:13])[CH3:12]. The catalyst class is: 134.